The task is: Predict the reactants needed to synthesize the given product.. This data is from Full USPTO retrosynthesis dataset with 1.9M reactions from patents (1976-2016). Given the product [ClH:10].[NH2:1][C:2]([CH3:7])([CH3:6])[C:3]([O:5][CH3:12])=[O:4], predict the reactants needed to synthesize it. The reactants are: [NH2:1][C:2]([CH3:7])([CH3:6])[C:3]([OH:5])=[O:4].S(Cl)([Cl:10])=O.[CH3:12]O.